This data is from NCI-60 drug combinations with 297,098 pairs across 59 cell lines. The task is: Regression. Given two drug SMILES strings and cell line genomic features, predict the synergy score measuring deviation from expected non-interaction effect. (1) Drug 1: C1=CC(=CC=C1CCCC(=O)O)N(CCCl)CCCl. Drug 2: CCCCC(=O)OCC(=O)C1(CC(C2=C(C1)C(=C3C(=C2O)C(=O)C4=C(C3=O)C=CC=C4OC)O)OC5CC(C(C(O5)C)O)NC(=O)C(F)(F)F)O. Cell line: A549. Synergy scores: CSS=37.3, Synergy_ZIP=0.191, Synergy_Bliss=-1.40, Synergy_Loewe=-0.405, Synergy_HSA=-0.539. (2) Drug 1: C1=C(C(=O)NC(=O)N1)N(CCCl)CCCl. Drug 2: B(C(CC(C)C)NC(=O)C(CC1=CC=CC=C1)NC(=O)C2=NC=CN=C2)(O)O. Cell line: MDA-MB-435. Synergy scores: CSS=-1.26, Synergy_ZIP=4.21, Synergy_Bliss=-3.21, Synergy_Loewe=-4.60, Synergy_HSA=-5.32. (3) Drug 1: CNC(=O)C1=CC=CC=C1SC2=CC3=C(C=C2)C(=NN3)C=CC4=CC=CC=N4. Drug 2: CS(=O)(=O)C1=CC(=C(C=C1)C(=O)NC2=CC(=C(C=C2)Cl)C3=CC=CC=N3)Cl. Cell line: SK-MEL-28. Synergy scores: CSS=-5.37, Synergy_ZIP=3.81, Synergy_Bliss=4.29, Synergy_Loewe=-3.67, Synergy_HSA=-3.10. (4) Drug 1: C1=CC(=C2C(=C1NCCNCCO)C(=O)C3=C(C=CC(=C3C2=O)O)O)NCCNCCO. Synergy scores: CSS=66.2, Synergy_ZIP=1.60, Synergy_Bliss=-2.30, Synergy_Loewe=-2.56, Synergy_HSA=-1.60. Drug 2: CCC1(CC2CC(C3=C(CCN(C2)C1)C4=CC=CC=C4N3)(C5=C(C=C6C(=C5)C78CCN9C7C(C=CC9)(C(C(C8N6C)(C(=O)OC)O)OC(=O)C)CC)OC)C(=O)OC)O.OS(=O)(=O)O. Cell line: COLO 205. (5) Drug 1: CC12CCC3C(C1CCC2=O)CC(=C)C4=CC(=O)C=CC34C. Drug 2: CN(C)C1=NC(=NC(=N1)N(C)C)N(C)C. Cell line: HL-60(TB). Synergy scores: CSS=57.6, Synergy_ZIP=0.755, Synergy_Bliss=-0.0412, Synergy_Loewe=-23.3, Synergy_HSA=-2.48.